This data is from Full USPTO retrosynthesis dataset with 1.9M reactions from patents (1976-2016). The task is: Predict the reactants needed to synthesize the given product. (1) Given the product [N+:1]([C:4]1[CH:9]=[CH:8][CH:7]=[CH:6][C:5]=1[S:10]([N:13]1[CH2:18][CH2:17][O:16][CH:15]([CH2:19][C:20]([O-:22])=[O:21])[CH2:14]1)(=[O:11])=[O:12])([O-:3])=[O:2].[Li+:24], predict the reactants needed to synthesize it. The reactants are: [N+:1]([C:4]1[CH:9]=[CH:8][CH:7]=[CH:6][C:5]=1[S:10]([N:13]1[CH2:18][CH2:17][O:16][CH:15]([CH2:19][C:20]([O:22]C)=[O:21])[CH2:14]1)(=[O:12])=[O:11])([O-:3])=[O:2].[Li+:24].[OH-]. (2) Given the product [Cl:31][C:19]1[C:18]2[C:22](=[CH:23][C:15]([O:14][CH2:13][CH2:12][NH:11][CH2:10][C@@H:9]([C:4]3[CH:5]=[CH:6][C:7]([F:8])=[C:2]([NH:1][S:102]([C:96]4[CH:101]=[CH:100][CH:99]=[CH:98][CH:97]=4)(=[O:104])=[O:103])[CH:3]=3)[OH:39])=[CH:16][CH:17]=2)[NH:21][N:20]=1.[ClH:31], predict the reactants needed to synthesize it. The reactants are: [NH2:1][C:2]1[CH:3]=[C:4]([C@@H:9]([O:39][Si](CC)(CC)CC)[CH2:10][N:11](C(OC(C)(C)C)=O)[CH2:12][CH2:13][O:14][C:15]2[CH:23]=[C:22]3[C:18]([C:19]([Cl:31])=[N:20][N:21]3C(OC(C)(C)C)=O)=[CH:17][CH:16]=2)[CH:5]=[CH:6][C:7]=1[F:8].C(Cl)Cl.NC1C=C([C@@H](O[Si](CC)(CC)CC)CN(C(OC(C)(C)C)=O)CCOC2C=C3C(C(Cl)=NN3C(OC(C)(C)C)=O)=CC=2)C=CC=1F.[C:96]1([S:102](Cl)(=[O:104])=[O:103])[CH:101]=[CH:100][CH:99]=[CH:98][CH:97]=1.C(Cl)Cl.C(O)C(N)(CO)CO. (3) Given the product [Cl:1][C:2]1[CH:10]=[CH:9][C:8]2[N:7]([CH2:20][CH2:21][N:22]3[CH:26]=[CH:25][CH:24]=[CH:23]3)[C:6]3[CH2:11][CH2:12][N:13]([CH3:15])[CH2:14][C:5]=3[C:4]=2[CH:3]=1, predict the reactants needed to synthesize it. The reactants are: [Cl:1][C:2]1[CH:10]=[CH:9][C:8]2[NH:7][C:6]3[CH2:11][CH2:12][N:13]([CH3:15])[CH2:14][C:5]=3[C:4]=2[CH:3]=1.[OH-].[K+].BrC[CH2:20][C:21]1[CH:26]=[CH:25][CH:24]=[CH:23][N:22]=1. (4) The reactants are: I[C:2]1[CH:7]=[CH:6][C:5]([CH2:8][C:9]([O:11][CH3:12])=[O:10])=[CH:4][CH:3]=1.[CH:13]1(B(O)O)[CH2:15][CH2:14]1.P([O-])([O-])([O-])=O.[K+].[K+].[K+].C1(P(C2CCCCC2)C2CCCCC2)CCCCC1. Given the product [CH:13]1([C:2]2[CH:7]=[CH:6][C:5]([CH2:8][C:9]([O:11][CH3:12])=[O:10])=[CH:4][CH:3]=2)[CH2:15][CH2:14]1, predict the reactants needed to synthesize it. (5) Given the product [S:15]1[C:16]2[CH:22]=[CH:21][CH:20]=[CH:19][C:17]=2[N:18]=[C:14]1[CH2:13][O:12][C:8]1[CH:7]=[CH:6][CH:5]=[C:4]2[C:9]=1[CH:10]=[CH:11][C:2]([NH:1][S:33]([C:36]([F:39])([F:38])[F:37])(=[O:35])=[O:34])=[CH:3]2, predict the reactants needed to synthesize it. The reactants are: [NH2:1][C:2]1[CH:11]=[CH:10][C:9]2[C:4](=[CH:5][CH:6]=[CH:7][C:8]=2[O:12][CH2:13][C:14]2[S:15][C:16]3[CH:22]=[CH:21][CH:20]=[CH:19][C:17]=3[N:18]=2)[CH:3]=1.C(N(CC)CC)C.C(=O)=O.[S:33](O[S:33]([C:36]([F:39])([F:38])[F:37])(=[O:35])=[O:34])([C:36]([F:39])([F:38])[F:37])(=[O:35])=[O:34]. (6) Given the product [CH2:13]([C:6]1[CH:7]=[CH:8][C:3]([O:2][CH3:1])=[CH:4][CH:5]=1)[CH2:14][CH2:15][CH2:16][CH2:17][CH2:18][CH2:19][CH3:20], predict the reactants needed to synthesize it. The reactants are: [CH3:1][O:2][C:3]1[CH:8]=[CH:7][C:6](B(O)O)=[CH:5][CH:4]=1.Br[CH2:13][CH2:14][CH2:15][CH2:16][CH2:17][CH2:18][CH2:19][CH3:20].P([O-])([O-])([O-])=O.[K+].[K+].[K+].CN1C=CN=C1CC1N(C)C=CN=1.Cl.